From a dataset of NCI-60 drug combinations with 297,098 pairs across 59 cell lines. Regression. Given two drug SMILES strings and cell line genomic features, predict the synergy score measuring deviation from expected non-interaction effect. (1) Drug 1: CN(C)N=NC1=C(NC=N1)C(=O)N. Drug 2: C1CC(C1)(C(=O)O)C(=O)O.[NH2-].[NH2-].[Pt+2]. Cell line: COLO 205. Synergy scores: CSS=20.5, Synergy_ZIP=-6.74, Synergy_Bliss=5.50, Synergy_Loewe=-1.51, Synergy_HSA=5.15. (2) Drug 1: CCC(=C(C1=CC=CC=C1)C2=CC=C(C=C2)OCCN(C)C)C3=CC=CC=C3.C(C(=O)O)C(CC(=O)O)(C(=O)O)O. Drug 2: C(CCl)NC(=O)N(CCCl)N=O. Cell line: UACC-257. Synergy scores: CSS=21.0, Synergy_ZIP=-2.73, Synergy_Bliss=2.35, Synergy_Loewe=3.26, Synergy_HSA=3.37. (3) Drug 1: CC1=C(C(=O)C2=C(C1=O)N3CC4C(C3(C2COC(=O)N)OC)N4)N. Drug 2: CCC1=C2N=C(C=C(N2N=C1)NCC3=C[N+](=CC=C3)[O-])N4CCCCC4CCO. Cell line: SW-620. Synergy scores: CSS=84.2, Synergy_ZIP=7.40, Synergy_Bliss=7.33, Synergy_Loewe=4.28, Synergy_HSA=8.89. (4) Drug 1: C1=CC(=CC=C1CC(C(=O)O)N)N(CCCl)CCCl.Cl. Drug 2: CC(C)NC(=O)C1=CC=C(C=C1)CNNC.Cl. Cell line: OVCAR-4. Synergy scores: CSS=-3.73, Synergy_ZIP=0.903, Synergy_Bliss=-0.196, Synergy_Loewe=-4.97, Synergy_HSA=-3.98. (5) Drug 1: C(=O)(N)NO. Cell line: SF-268. Drug 2: COC1=NC(=NC2=C1N=CN2C3C(C(C(O3)CO)O)O)N. Synergy scores: CSS=1.06, Synergy_ZIP=-0.853, Synergy_Bliss=-0.955, Synergy_Loewe=-5.12, Synergy_HSA=-2.61. (6) Drug 1: C1CCN(CC1)CCOC2=CC=C(C=C2)C(=O)C3=C(SC4=C3C=CC(=C4)O)C5=CC=C(C=C5)O. Drug 2: CCC1(CC2CC(C3=C(CCN(C2)C1)C4=CC=CC=C4N3)(C5=C(C=C6C(=C5)C78CCN9C7C(C=CC9)(C(C(C8N6C)(C(=O)OC)O)OC(=O)C)CC)OC)C(=O)OC)O.OS(=O)(=O)O. Cell line: PC-3. Synergy scores: CSS=45.7, Synergy_ZIP=10.8, Synergy_Bliss=11.7, Synergy_Loewe=-19.4, Synergy_HSA=10.3.